Task: Predict the product of the given reaction.. Dataset: Forward reaction prediction with 1.9M reactions from USPTO patents (1976-2016) (1) The product is: [F:25][C:26]1[C:31]([O:7][C:6](=[O:8])[C:5]2[C:9]([NH:12][C:13]3[CH:18]=[CH:17][C:16]([I:19])=[CH:15][C:14]=3[CH3:20])=[C:10]([F:11])[C:2]([F:1])=[C:3]([C:21]([NH:23][CH3:24])=[O:22])[CH:4]=2)=[C:30]([F:39])[C:29]([F:40])=[C:28]([F:41])[C:27]=1[F:42]. Given the reactants [F:1][C:2]1[C:10]([F:11])=[C:9]([NH:12][C:13]2[CH:18]=[CH:17][C:16]([I:19])=[CH:15][C:14]=2[CH3:20])[C:5]([C:6]([OH:8])=[O:7])=[CH:4][C:3]=1[C:21]([NH:23][CH3:24])=[O:22].[F:25][C:26]1[C:31](OC(=O)C(F)(F)F)=[C:30]([F:39])[C:29]([F:40])=[C:28]([F:41])[C:27]=1[F:42].N1C=CC=CC=1, predict the reaction product. (2) Given the reactants [CH:1]1([CH2:4][O:5][C:6]2[CH:11]=[C:10]([O:12][CH3:13])[CH:9]=[CH:8][C:7]=2[C:14]2[CH:19]=[CH:18][N:17]=[C:16]3[C:20]([C:32](O)=[O:33])=[C:21]([CH3:31])[N:22]([CH2:23][O:24][CH2:25][CH2:26][Si:27]([CH3:30])([CH3:29])[CH3:28])[C:15]=23)[CH2:3][CH2:2]1.[NH2:35][CH:36]1[CH2:41][CH2:40][N:39]([C:42]([O:44][C:45]([CH3:48])([CH3:47])[CH3:46])=[O:43])[CH2:38][CH2:37]1, predict the reaction product. The product is: [CH:1]1([CH2:4][O:5][C:6]2[CH:11]=[C:10]([O:12][CH3:13])[CH:9]=[CH:8][C:7]=2[C:14]2[CH:19]=[CH:18][N:17]=[C:16]3[C:20]([C:32]([NH:35][CH:36]4[CH2:37][CH2:38][N:39]([C:42]([O:44][C:45]([CH3:48])([CH3:47])[CH3:46])=[O:43])[CH2:40][CH2:41]4)=[O:33])=[C:21]([CH3:31])[N:22]([CH2:23][O:24][CH2:25][CH2:26][Si:27]([CH3:29])([CH3:28])[CH3:30])[C:15]=23)[CH2:3][CH2:2]1. (3) Given the reactants Cl[C:2]1[C:3]2[C:10]3[CH2:11][CH2:12][CH:13]([C:15]([O:17][CH2:18][CH3:19])=[O:16])[CH2:14][C:9]=3[S:8][C:4]=2[N:5]=[CH:6][N:7]=1.[NH2:20][C:21]1[CH:22]=[C:23]2[C:27](=[CH:28][C:29]=1[O:30][CH3:31])[NH:26][N:25]=[CH:24]2.Cl.O1CCOCC1, predict the reaction product. The product is: [CH3:31][O:30][C:29]1[CH:28]=[C:27]2[C:23]([CH:24]=[N:25][NH:26]2)=[CH:22][C:21]=1[NH:20][C:2]1[C:3]2[C:10]3[CH2:11][CH2:12][CH:13]([C:15]([O:17][CH2:18][CH3:19])=[O:16])[CH2:14][C:9]=3[S:8][C:4]=2[N:5]=[CH:6][N:7]=1. (4) Given the reactants [OH:1][C@@:2]1([C:13]([OH:15])=[O:14])[C:10]2[CH:9]=[CH:8][S:7][C:6]=2[C@@H:5]([OH:11])[C@H:4]([OH:12])[CH2:3]1.CO[C:18]1[C:23](OC)=[C:22]([CH2:26][CH2:27]CCCCCCCC2OC(=O)C(=C)C2)[CH:21]=[CH:20][CH:19]=1.[K+].[Br-], predict the reaction product. The product is: [OH:1][C@@:2]1([C:13]([OH:15])=[O:14])[C:10]2[CH:9]=[C:8]([C:26]([C:22]3[CH:23]=[CH:18][CH:19]=[CH:20][CH:21]=3)=[CH2:27])[S:7][C:6]=2[C@@H:5]([OH:11])[C@H:4]([OH:12])[CH2:3]1. (5) The product is: [CH2:1]([C:5]1[C:10]([CH2:11][C:12]2[CH:17]=[CH:16][C:15]([C:18]3[C:19]([C:24]#[N:25])=[CH:20][CH:21]=[CH:22][CH:23]=3)=[CH:14][CH:13]=2)=[C:9]([O:26][CH2:31][CH2:30][O:29][CH3:28])[N:8]=[C:7]([CH3:27])[N:6]=1)[CH2:2][CH2:3][CH3:4]. Given the reactants [CH2:1]([C:5]1[N:6]=[C:7]([CH3:27])[NH:8][C:9](=[O:26])[C:10]=1[CH2:11][C:12]1[CH:17]=[CH:16][C:15]([C:18]2[C:19]([C:24]#[N:25])=[CH:20][CH:21]=[CH:22][CH:23]=2)=[CH:14][CH:13]=1)[CH2:2][CH2:3][CH3:4].[CH3:28][O:29][CH2:30][CH2:31]O.C1(P(C2C=CC=CC=2)C2C=CC=CC=2)C=CC=CC=1.C(OC(N=NC(OCC)=O)=O)C, predict the reaction product. (6) Given the reactants [CH3:1][C:2]([O:4][C@@H:5]([CH2:10][N+:11]([CH3:14])([CH3:13])[CH3:12])[CH2:6][C:7]([O-:9])=[O:8])=[O:3].[Cl-:15].[CH:16]1[CH:17]=[CH:18][C:19]2[C:20](=[CH:22][C:23]([C:42]([OH:44])=[O:43])=[C:24](O)[C:25]=2[CH2:26][C:27]2[C:36]([OH:37])=[C:35]([C:38]([OH:40])=[O:39])[CH:34]=[C:33]3[C:28]=2[CH:29]=[CH:30][CH:31]=[CH:32]3)[CH:21]=1, predict the reaction product. The product is: [Cl-:15].[C:2]([O:4][C@H:5]([CH2:6][C:7]([O:9][C:24]1[C:23]([C:42]([OH:44])=[O:43])=[CH:22][C:20]2[C:19](=[CH:18][CH:17]=[CH:16][CH:21]=2)[C:25]=1[CH2:26][C:27]1[C:28]2[C:33](=[CH:32][CH:31]=[CH:30][CH:29]=2)[CH:34]=[C:35]([C:38]([OH:40])=[O:39])[C:36]=1[OH:37])=[O:8])[CH2:10][N+:11]([CH3:12])([CH3:14])[CH3:13])(=[O:3])[CH3:1].